This data is from Peptide-MHC class I binding affinity with 185,985 pairs from IEDB/IMGT. The task is: Regression. Given a peptide amino acid sequence and an MHC pseudo amino acid sequence, predict their binding affinity value. This is MHC class I binding data. (1) The peptide sequence is FARERRLAL. The MHC is HLA-B58:01 with pseudo-sequence HLA-B58:01. The binding affinity (normalized) is 0.213. (2) The peptide sequence is FEREGYSL. The MHC is HLA-B44:03 with pseudo-sequence HLA-B44:03. The binding affinity (normalized) is 0.0516.